Predict the reaction yield, written as a fraction of the theoretical maximum amount of product (1.0 means a 100% yield; for example, 0.34 means a 34% yield). From a dataset of Reaction yield outcomes from USPTO patents with 853,638 reactions. (1) The reactants are [Br:1][C:2]1[CH:3]=[C:4]2[CH:10]=[N:9][NH:8][C:5]2=[N:6][CH:7]=1.[I:11]N1C(=O)CCC1=O. The catalyst is ClC(Cl)C.C1COCC1. The product is [Br:1][C:2]1[CH:3]=[C:4]2[C:10]([I:11])=[N:9][NH:8][C:5]2=[N:6][CH:7]=1. The yield is 0.770. (2) The reactants are C(=O)([O-])[O-].[K+].[K+].[Br:7][C:8]1[CH:9]=[C:10]([CH3:15])[C:11]([OH:14])=[N:12][CH:13]=1.Br[CH2:17][CH:18]1[CH2:20][CH2:19]1.CC(=O)OCC. The catalyst is CN(C=O)C. The product is [Br:7][C:8]1[CH:9]=[C:10]([CH3:15])[C:11](=[O:14])[N:12]([CH2:17][CH:18]2[CH2:20][CH2:19]2)[CH:13]=1. The yield is 0.660. (3) The reactants are CO[C:3](=[O:22])[C:4]1[C:9]([CH:10]=O)=[CH:8][C:7]([F:12])=[C:6]([F:13])[C:5]=1[NH:14][C:15]1[CH:20]=[CH:19][CH:18]=[CH:17][C:16]=1[Cl:21].[OH:23][CH2:24][CH2:25][NH:26][NH2:27]. The catalyst is CCO. The product is [Cl:21][C:16]1[CH:17]=[CH:18][CH:19]=[CH:20][C:15]=1[NH:14][C:5]1[C:6]([F:13])=[C:7]([F:12])[CH:8]=[C:9]2[C:4]=1[C:3](=[O:22])[N:26]([CH2:25][CH2:24][OH:23])[N:27]=[CH:10]2. The yield is 0.300. (4) The reactants are [Cl:1][C:2]1[C:6]2[CH:7]=[N:8][C:9](Cl)=[CH:10][C:5]=2[NH:4][N:3]=1.[CH3:12][O:13][CH2:14][CH2:15][NH:16][C:17]([NH2:19])=[O:18].CC([O-])(C)C.[K+].C1COCC1. No catalyst specified. The product is [Cl:1][C:2]1[C:6]2[CH:7]=[N:8][C:9]([NH:19][C:17]([NH:16][CH2:15][CH2:14][O:13][CH3:12])=[O:18])=[CH:10][C:5]=2[NH:4][N:3]=1. The yield is 0.256. (5) The reactants are [CH3:1][O:2][C:3]1[N:8]=[C:7]2[C:9]([C:20]3[N:28](S(C4C=CC(C)=CC=4)(=O)=O)[C:23]4=[N:24][CH:25]=[CH:26][CH:27]=[C:22]4[CH:21]=3)=[CH:10][N:11]([CH2:12][CH2:13][N:14]3[CH2:19][CH2:18][O:17][CH2:16][CH2:15]3)[C:6]2=[CH:5][C:4]=1[O:39][CH3:40].CO. The catalyst is [OH-].[K+]. The product is [CH3:1][O:2][C:3]1[N:8]=[C:7]2[C:9]([C:20]3[NH:28][C:23]4=[N:24][CH:25]=[CH:26][CH:27]=[C:22]4[CH:21]=3)=[CH:10][N:11]([CH2:12][CH2:13][N:14]3[CH2:19][CH2:18][O:17][CH2:16][CH2:15]3)[C:6]2=[CH:5][C:4]=1[O:39][CH3:40]. The yield is 0.566. (6) The reactants are Cl([O-])(=O)(=O)=O.[Li+].[CH2:7]([O:10][CH2:11][C@@H:12]([C:14]1[CH:19]=[CH:18][CH:17]=[CH:16][CH:15]=1)[NH2:13])[CH:8]=[CH2:9].[F:20][C:21]1[CH:22]=[C:23]([CH2:28][C@H:29]([NH:33][C:34](=[O:43])[O:35][CH2:36][C:37]2[CH:42]=[CH:41][CH:40]=[CH:39][CH:38]=2)[C@H:30]2[CH2:32][O:31]2)[CH:24]=[C:25]([F:27])[CH:26]=1.C([O-])(O)=O.[Na+]. The catalyst is CC#N.[Cl-].[Na+].O. The product is [CH2:7]([O:10][CH2:11][C@H:12]([NH:13][CH2:32][C@@H:30]([OH:31])[C@@H:29]([NH:33][C:34](=[O:43])[O:35][CH2:36][C:37]1[CH:42]=[CH:41][CH:40]=[CH:39][CH:38]=1)[CH2:28][C:23]1[CH:22]=[C:21]([F:20])[CH:26]=[C:25]([F:27])[CH:24]=1)[C:14]1[CH:19]=[CH:18][CH:17]=[CH:16][CH:15]=1)[CH:8]=[CH2:9]. The yield is 0.720. (7) The reactants are [F:1][C:2]1[CH:3]=[CH:4][C:5]2[C:9]([CH:10]3[CH2:15][CH2:14][N:13]([CH2:16][CH2:17][CH2:18][N:19]4[C:27]5[CH2:26][CH2:25][N:24]([S:28]([CH3:31])(=[O:30])=[O:29])[CH2:23][C:22]=5[C:21]([C:32]5[CH:37]=[CH:36][C:35]([C:38]([F:41])([F:40])[F:39])=[CH:34][CH:33]=5)=[N:20]4)[CH2:12][CH2:11]3)=[C:8]([C:42](O)=[O:43])[S:7][C:6]=2[CH:45]=1.CN(C(ON1N=NC2C=CC=CC1=2)=[N+](C)C)C.F[P-](F)(F)(F)(F)F.CCN(C(C)C)C(C)C.[CH2:79]([CH2:81][NH2:82])[OH:80]. The product is [OH:80][CH2:79][CH2:81][NH:82][C:42]([C:8]1[S:7][C:6]2[CH:45]=[C:2]([F:1])[CH:3]=[CH:4][C:5]=2[C:9]=1[CH:10]1[CH2:11][CH2:12][N:13]([CH2:16][CH2:17][CH2:18][N:19]2[C:27]3[CH2:26][CH2:25][N:24]([S:28]([CH3:31])(=[O:29])=[O:30])[CH2:23][C:22]=3[C:21]([C:32]3[CH:33]=[CH:34][C:35]([C:38]([F:40])([F:41])[F:39])=[CH:36][CH:37]=3)=[N:20]2)[CH2:14][CH2:15]1)=[O:43]. The catalyst is CN(C=O)C. The yield is 0.760. (8) The reactants are [F:1][C:2]1[CH:9]=[CH:8][CH:7]=[CH:6][C:3]=1[CH:4]=O.Cl.[NH2:11][OH:12].[OH-].[Na+].Cl. The catalyst is C(O)C.O. The product is [F:1][C:2]1[CH:9]=[CH:8][CH:7]=[CH:6][C:3]=1[CH:4]=[N:11][OH:12]. The yield is 0.970. (9) The reactants are O[C:2]1[CH:16]=[CH:15][C:5]([C:6]([C:8]2[CH:13]=[CH:12][C:11]([OH:14])=[CH:10][CH:9]=2)=[O:7])=[CH:4][CH:3]=1.Br[CH2:18][CH2:19][CH2:20][CH2:21][CH2:22][CH2:23][CH2:24][CH2:25][CH2:26][CH2:27][CH2:28][CH3:29].[C:30]([O-:33])([O-])=O.[K+].[K+].O. The catalyst is CN(C=O)C. The product is [CH2:18]([O:14][C:11]1[CH:12]=[CH:13][C:8]([C:6]([C:5]2[CH:15]=[CH:16][C:2]([O:33][CH2:30][CH2:11][CH2:10][CH2:9][CH2:8][CH2:6][CH2:5][CH2:4][CH2:3][CH2:2][CH2:16][CH3:15])=[CH:3][CH:4]=2)=[O:7])=[CH:9][CH:10]=1)[CH2:19][CH2:20][CH2:21][CH2:22][CH2:23][CH2:24][CH2:25][CH2:26][CH2:27][CH2:28][CH3:29]. The yield is 0.750. (10) The reactants are [Cl:1][C:2]1[CH:3]=[N:4][N:5]([CH3:17])[C:6]=1[C:7]1[CH:8]=[C:9]([C:14]([OH:16])=O)[S:10][C:11]=1[CH2:12][CH3:13].C(N(CC)C(C)C)(C)C.[NH2:27][C@@H:28]([CH2:41][C:42]1[CH:47]=[CH:46][CH:45]=[CH:44][C:43]=1[C:48]([F:51])([F:50])[F:49])[CH2:29][N:30]1[C:38](=[O:39])[C:37]2[C:32](=[CH:33][CH:34]=[CH:35][CH:36]=2)[C:31]1=[O:40].F[P-](F)(F)(F)(F)F.Br[P+](N1CCCC1)(N1CCCC1)N1CCCC1. The catalyst is C(Cl)Cl. The product is [Cl:1][C:2]1[CH:3]=[N:4][N:5]([CH3:17])[C:6]=1[C:7]1[CH:8]=[C:9]([C:14]([NH:27][C@@H:28]([CH2:41][C:42]2[CH:47]=[CH:46][CH:45]=[CH:44][C:43]=2[C:48]([F:51])([F:49])[F:50])[CH2:29][N:30]2[C:38](=[O:39])[C:37]3[C:32](=[CH:33][CH:34]=[CH:35][CH:36]=3)[C:31]2=[O:40])=[O:16])[S:10][C:11]=1[CH2:12][CH3:13]. The yield is 0.710.